Task: Binary Classification. Given a miRNA mature sequence and a target amino acid sequence, predict their likelihood of interaction.. Dataset: Experimentally validated miRNA-target interactions with 360,000+ pairs, plus equal number of negative samples (1) The miRNA is hsa-miR-4661-5p with sequence AACUAGCUCUGUGGAUCCUGAC. The protein sequence of the target gene is MTMTLHTKASGMALLHQIQGNELEPLNRPQLKIPLERPLGEVYLDSSKPAVYNYPEGAAYEFNAAAAANAQVYGQTGLPYGPGSEAAAFGSNGLGGFPPLNSVSPSPLMLLHPPPQLSPFLQPHGQQVPYYLENEPSGYTVREAGPPAFYRPNSDNRRQGGRERLASTNDKGSMAMESAKETRYCAVCNDYASGYHYGVWSCEGCKAFFKRSIQGHNDYMCPATNQCTIDKNRRKSCQACRLRKCYEVGMMKGGIRKDRRGGRMLKHKRQRDDGEGRGEVGSAGDMRAANLWPSPLMIKR.... Result: 0 (no interaction). (2) The miRNA is hsa-miR-6849-3p with sequence ACCAGCCUGUGUCCACCUCCAG. The protein sequence of the target gene is MSGRGKQGGKARAKAKTRSSRAGLQFPVGRVHRLLRKGNYAERVGAGAPVYLAAVLEYLTAEILELAGNAARDNKKTRIIPRHLQLAIRNDEELNKLLGKVTIAQGGVLPNIQAVLLPKKTESHHKAK. Result: 1 (interaction).